Dataset: Catalyst prediction with 721,799 reactions and 888 catalyst types from USPTO. Task: Predict which catalyst facilitates the given reaction. (1) The catalyst class is: 3. Product: [F:12][C:13]1[CH:18]=[C:17]([F:19])[CH:16]=[CH:15][C:14]=1[C@@:20]([NH:22][S@@:23]([C:25]([CH3:26])([CH3:28])[CH3:27])=[O:24])([CH2:8][C:7](=[O:9])[C:5]1[CH:6]=[N:1][CH:2]=[N:3][CH:4]=1)[CH3:21]. Reactant: [N:1]1[CH:6]=[C:5]([C:7](=[O:9])[CH3:8])[CH:4]=[N:3][CH:2]=1.[H-].[Na+].[F:12][C:13]1[CH:18]=[C:17]([F:19])[CH:16]=[CH:15][C:14]=1/[C:20](=[N:22]/[S@@:23]([C:25]([CH3:28])([CH3:27])[CH3:26])=[O:24])/[CH3:21]. (2) Reactant: [CH:1]1[CH:6]=[N:5][CH:4]=[C:3]([C:7]([OH:9])=[O:8])[CH:2]=1.[O:10]=[CH:11][C:12]1[CH:20]=[CH:19][C:17](O)=[C:14]([O:15][CH3:16])[CH:13]=1.CN1CCOCC1.CCN=C=NCCCN(C)C.Cl. Product: [CH:11]([C:12]1[CH:20]=[CH:19][C:17]([O:8][C:7](=[O:9])[C:3]2[CH:2]=[CH:1][CH:6]=[N:5][CH:4]=2)=[C:14]([O:15][CH3:16])[CH:13]=1)=[O:10]. The catalyst class is: 46. (3) Reactant: [CH3:1][O:2][CH2:3][CH2:4][NH:5][CH2:6][CH2:7][O:8][CH3:9].F[C:11]1[CH:19]=[CH:18][C:14]([C:15]([OH:17])=[O:16])=[CH:13][C:12]=1[N+:20]([O-:22])=[O:21]. Product: [CH3:1][O:2][CH2:3][CH2:4][N:5]([CH2:6][CH2:7][O:8][CH3:9])[C:11]1[CH:19]=[CH:18][C:14]([C:15]([OH:17])=[O:16])=[CH:13][C:12]=1[N+:20]([O-:22])=[O:21]. The catalyst class is: 14.